Task: Predict the reaction yield, written as a fraction of the theoretical maximum amount of product (1.0 means a 100% yield; for example, 0.34 means a 34% yield).. Dataset: Reaction yield outcomes from USPTO patents with 853,638 reactions (1) The product is [C:2]1([C:19]2[CH:20]=[CH:21][CH:22]=[CH:23][CH:24]=2)[CH:7]=[CH:6][C:5]([C:8]2[N:9]=[C:10]([CH:13]3[CH2:18][CH2:17][N:16]([C:41]([NH:40][CH2:36][CH2:37][CH2:38][CH3:39])=[O:42])[CH2:15][CH2:14]3)[NH:11][CH:12]=2)=[CH:4][CH:3]=1. The catalyst is O. The reactants are Cl.[C:2]1([C:19]2[CH:24]=[CH:23][CH:22]=[CH:21][CH:20]=2)[CH:7]=[CH:6][C:5]([C:8]2[N:9]=[C:10]([CH:13]3[CH2:18][CH2:17][NH:16][CH2:15][CH2:14]3)[NH:11][CH:12]=2)=[CH:4][CH:3]=1.C(Cl)CCl.C(N(CC)CC)C.[CH2:36]([N:40]=[C:41]=[O:42])[CH2:37][CH2:38][CH3:39]. The yield is 0.460. (2) The product is [C:11]1([C:3]2[CH:4]=[C:5]([O:9][CH3:10])[CH:6]=[CH:7][CH:8]=2)[CH:16]=[CH:15][CH:14]=[CH:13][CH:12]=1. The catalyst is O1CCOCC1.CC([O-])=O.CC([O-])=O.[Pd+2].P(Cl)(C(C)(C)C)C(C)(C)C. The yield is 0.810. The reactants are O.Cl[C:3]1[CH:4]=[C:5]([O:9][CH3:10])[CH:6]=[CH:7][CH:8]=1.[C:11]1(B(O)O)[CH:16]=[CH:15][CH:14]=[CH:13][CH:12]=1.[F-].[Cs+]. (3) The reactants are [OH:1][C:2]1[CH:7]=[CH:6][C:5]([N+:8]([O-:10])=[O:9])=[CH:4][N:3]=1.[Cl:11]N1C(=O)CCC1=O.O. The catalyst is CN(C=O)C. The product is [Cl:11][C:7]1[C:2]([OH:1])=[N:3][CH:4]=[C:5]([N+:8]([O-:10])=[O:9])[CH:6]=1. The yield is 0.950.